This data is from Forward reaction prediction with 1.9M reactions from USPTO patents (1976-2016). The task is: Predict the product of the given reaction. (1) Given the reactants [P:1]([Cl:4])(Cl)[Cl:2].P.[CH2:6]([OH:14])[CH2:7][CH2:8][CH2:9][CH2:10][CH2:11][CH2:12][CH3:13], predict the reaction product. The product is: [CH2:6]([O:14][P:1]([Cl:4])[Cl:2])[CH2:7][CH2:8][CH2:9][CH2:10][CH2:11][CH2:12][CH3:13]. (2) Given the reactants Br[C:2]1[CH:3]=[C:4]([N:8]2[C:12]([NH2:13])=[CH:11][C:10]([C:14]([CH3:17])([CH3:16])[CH3:15])=[N:9]2)[CH:5]=[CH:6][CH:7]=1.C1C=CC(P(C2C=CC=CC=2)C2C=CC=CC=2)=CC=1.C([O-])([O-])=O.[K+].[K+].C([O:45][C:46](=[O:50])[C:47]([CH3:49])=[CH2:48])C, predict the reaction product. The product is: [NH2:13][C:12]1[N:8]([C:4]2[CH:3]=[C:2](/[CH:48]=[C:47](\[CH3:49])/[C:46]([OH:50])=[O:45])[CH:7]=[CH:6][CH:5]=2)[N:9]=[C:10]([C:14]([CH3:17])([CH3:16])[CH3:15])[CH:11]=1. (3) Given the reactants [CH3:1][O:2][C:3]1[CH:8]=[C:7]([CH3:9])[C:6]([O:10][CH3:11])=[CH:5][C:4]=1[C:12](=[O:22])[CH2:13][CH2:14][CH2:15][CH:16]1[CH2:21][CH2:20][CH2:19][CH2:18][CH2:17]1.[Br:23]Br.O, predict the reaction product. The product is: [Br:23][CH:13]([CH2:14][CH2:15][CH:16]1[CH2:17][CH2:18][CH2:19][CH2:20][CH2:21]1)[C:12]([C:4]1[CH:5]=[C:6]([O:10][CH3:11])[C:7]([CH3:9])=[CH:8][C:3]=1[O:2][CH3:1])=[O:22].